Dataset: Peptide-MHC class I binding affinity with 185,985 pairs from IEDB/IMGT. Task: Regression. Given a peptide amino acid sequence and an MHC pseudo amino acid sequence, predict their binding affinity value. This is MHC class I binding data. (1) The peptide sequence is TLELNMETL. The MHC is HLA-B44:02 with pseudo-sequence HLA-B44:02. The binding affinity (normalized) is 0.0847. (2) The peptide sequence is ITFHNQRDF. The MHC is HLA-A11:01 with pseudo-sequence HLA-A11:01. The binding affinity (normalized) is 0.0847. (3) The peptide sequence is KAFSPEVIPMF. The MHC is HLA-A26:01 with pseudo-sequence HLA-A26:01. The binding affinity (normalized) is 0.0437. (4) The peptide sequence is NYKFALWRV. The MHC is Patr-A0701 with pseudo-sequence Patr-A0701. The binding affinity (normalized) is 0.831. (5) The peptide sequence is DINESMSQM. The MHC is HLA-A68:02 with pseudo-sequence HLA-A68:02. The binding affinity (normalized) is 0.102. (6) The peptide sequence is DSPIGPIML. The MHC is HLA-B27:05 with pseudo-sequence HLA-B27:05. The binding affinity (normalized) is 0.0847. (7) The peptide sequence is AQRAAGPSV. The MHC is HLA-A30:01 with pseudo-sequence HLA-A30:01. The binding affinity (normalized) is 1.00. (8) The peptide sequence is FPFLYAAAF. The MHC is Mamu-A2201 with pseudo-sequence Mamu-A2201. The binding affinity (normalized) is 0.884. (9) The binding affinity (normalized) is 0.256. The peptide sequence is ESFVRKQKY. The MHC is HLA-A30:02 with pseudo-sequence HLA-A30:02.